This data is from Cav3 T-type calcium channel HTS with 100,875 compounds. The task is: Binary Classification. Given a drug SMILES string, predict its activity (active/inactive) in a high-throughput screening assay against a specified biological target. (1) The compound is O=C(c1n(c2ncccc2)ccn1)c1ccncc1. The result is 0 (inactive). (2) The compound is OC1(N(C2CCCCC2)C(=O)c2c1cccc2)c1[nH]ccn1. The result is 0 (inactive). (3) The molecule is Clc1c(OCCOc2c(OC)cc(cc2)C)cccc1. The result is 0 (inactive).